Dataset: Human liver microsome stability data. Task: Regression/Classification. Given a drug SMILES string, predict its absorption, distribution, metabolism, or excretion properties. Task type varies by dataset: regression for continuous measurements (e.g., permeability, clearance, half-life) or binary classification for categorical outcomes (e.g., BBB penetration, CYP inhibition). Dataset: hlm. (1) The molecule is CCc1c2c(nc3ccc(O)cc13)-c1cc3c(c(=O)n1C2)COC(=O)[C@@]3(CC)OC(=O)CNC(=O)c1noc(-c2cc(C(C)C)c(O)cc2O)c1-c1ccc(CN2CCOCC2)cc1. The result is 0 (unstable in human liver microsomes). (2) The compound is O=C(c1ccc(-c2ccc(=O)n(-c3ccc(F)cc3)n2)cc1)N1CCC[C@H]1CN1CCCC1. The result is 0 (unstable in human liver microsomes). (3) The drug is N#CCCCn1c(Cn2c(=O)n(C3CC3)c3ccncc32)nc2ccccc21. The result is 0 (unstable in human liver microsomes). (4) The drug is CC(C)N1C(=O)C(=O)N=C1NC(=NCC(C)(C)C)Nc1ccc(Cl)c(Cl)c1. The result is 0 (unstable in human liver microsomes). (5) The drug is COc1ccc2c(c1)CCCCN2c1nc(C)nc2ccccc12. The result is 1 (stable in human liver microsomes). (6) The drug is CS(=O)(=O)c1ccc(-n2cc(Cl)c(OC3CCN(c4ncc(C(F)(F)F)cn4)CC3)cc2=O)cc1. The result is 0 (unstable in human liver microsomes). (7) The molecule is N#Cc1cc(OC(F)(F)F)cc(-c2nc(-c3ccc4c(c3)CCN4C(=O)CCC(=O)O)no2)c1. The result is 0 (unstable in human liver microsomes). (8) The molecule is CN1CCC(Nc2ccc(C(=O)Nc3cc(-c4cc(C#N)cs4)[nH]n3)cc2)CC1. The result is 0 (unstable in human liver microsomes). (9) The compound is COc1cc2ccc(C#N)cc2cc1[C@@H](c1cccc(C)c1)[C@@](O)(CCN(C)C)c1cccc2c1OCO2. The result is 0 (unstable in human liver microsomes). (10) The compound is O=C(O)c1ccc(C(=O)N[C@@H](Cc2ccccc2)C(=O)NCCc2cc(Cl)ccc2-n2cnnn2)cc1. The result is 1 (stable in human liver microsomes).